The task is: Predict the reactants needed to synthesize the given product.. This data is from Full USPTO retrosynthesis dataset with 1.9M reactions from patents (1976-2016). (1) The reactants are: [C:1]([O:5][C:6]([N:8]1[CH2:13][CH2:12][C:11](=[O:14])[CH2:10][CH2:9]1)=[O:7])([CH3:4])([CH3:3])[CH3:2].CO[CH:17](OC)[N:18]([CH3:20])[CH3:19]. Given the product [CH3:17][N:18](/[CH:20]=[C:12]1\[CH2:13][N:8]([C:6]([O:5][C:1]([CH3:4])([CH3:2])[CH3:3])=[O:7])[CH2:9][CH2:10][C:11]\1=[O:14])[CH3:19], predict the reactants needed to synthesize it. (2) Given the product [CH3:2][O:3]/[CH:4]=[CH:36]\[C:31]1[CH:32]=[CH:33][CH:34]=[CH:35][N:30]=1, predict the reactants needed to synthesize it. The reactants are: [Cl-].[CH3:2][O:3][CH2:4][P+](C1C=CC=CC=1)(C1C=CC=CC=1)C1C=CC=CC=1.CC(C)([O-])C.[K+].[N:30]1[CH:35]=[CH:34][CH:33]=[CH:32][C:31]=1[CH:36]=O.CCCCCC. (3) Given the product [CH3:1][O:2][C:3](=[O:20])[CH:4]([N:11]1[C:16](=[O:17])[C:15]([Cl:18])=[C:14]([O:29][C:24]2[N:25]=[C:26]([CH3:28])[CH:27]=[C:22]([CH3:21])[N:23]=2)[CH:13]=[N:12]1)[CH2:5][CH:6]1[CH2:10][CH2:9][CH2:8][CH2:7]1, predict the reactants needed to synthesize it. The reactants are: [CH3:1][O:2][C:3](=[O:20])[CH:4]([N:11]1[C:16](=[O:17])[C:15]([Cl:18])=[C:14](Cl)[CH:13]=[N:12]1)[CH2:5][CH:6]1[CH2:10][CH2:9][CH2:8][CH2:7]1.[CH3:21][C:22]1[CH:27]=[C:26]([CH3:28])[N:25]=[C:24]([OH:29])[N:23]=1.C(=O)([O-])[O-].[K+].[K+]. (4) Given the product [CH:1]1([CH2:4][NH:5][C:6]([C:8]2[C:16]3[C:11](=[CH:12][C:13]([OH:17])=[CH:14][CH:15]=3)[N:10]([CH3:19])[C:9]=2[CH3:20])=[O:7])[CH2:3][CH2:2]1, predict the reactants needed to synthesize it. The reactants are: [CH:1]1([CH2:4][NH:5][C:6]([C:8]2[C:16]3[C:11](=[CH:12][C:13]([O:17]C)=[CH:14][CH:15]=3)[N:10]([CH3:19])[C:9]=2[CH3:20])=[O:7])[CH2:3][CH2:2]1.B(Br)(Br)Br.C(Cl)Cl. (5) Given the product [F:21][C:22]1[CH:30]=[C:29]2[C:25]([C:26]([C:40]3[CH:48]=[C:47]4[C:43]([CH:44]=[N:45][N:46]4[CH2:49][CH2:50][C:51]([NH2:53])=[O:52])=[CH:42][CH:41]=3)=[CH:27][NH:28]2)=[CH:24][CH:23]=1, predict the reactants needed to synthesize it. The reactants are: FC1C=C2C(C(I)=CN2S(C2C=CC=CC=2)(=O)=O)=CC=1.[F:21][C:22]1[CH:30]=[C:29]2[C:25]([C:26]([C:40]3[CH:48]=[C:47]4[C:43]([CH:44]=[N:45][N:46]4[CH2:49][CH2:50][C:51]([NH2:53])=[O:52])=[CH:42][CH:41]=3)=[CH:27][N:28]2S(C2C=CC=CC=2)(=O)=O)=[CH:24][CH:23]=1. (6) Given the product [OH:17][CH2:16][C:12]1[N:11]=[C:10]2[CH2:9][O:8][C:7]3[CH:22]=[CH:23][CH:24]=[CH:25][C:6]=3/[C:5](=[C:3](\[CH3:4])/[C:1]#[N:2])/[C:15]2=[CH:14][CH:13]=1, predict the reactants needed to synthesize it. The reactants are: [C:1](/[C:3](=[C:5]1/[C:6]2[CH:25]=[CH:24][CH:23]=[CH:22][C:7]=2[O:8][CH2:9][C:10]2[C:15]/1=[CH:14][CH:13]=[C:12]([C:16](OCCC)=[O:17])[N:11]=2)/[CH3:4])#[N:2].C(C1C2C=CC(C(OCCC)=O)=CC=2/C(=C\C2CC2)/OC2C=CC=CC1=2)#N.C(C1C2C=CC(C(OCCC)=O)=CC=2/C(=C/C2CC2)/OC2C=CC=CC1=2)#N.